Dataset: NCI-60 drug combinations with 297,098 pairs across 59 cell lines. Task: Regression. Given two drug SMILES strings and cell line genomic features, predict the synergy score measuring deviation from expected non-interaction effect. (1) Drug 2: CN1CCC(CC1)COC2=C(C=C3C(=C2)N=CN=C3NC4=C(C=C(C=C4)Br)F)OC. Synergy scores: CSS=16.9, Synergy_ZIP=-6.07, Synergy_Bliss=1.95, Synergy_Loewe=3.10, Synergy_HSA=4.15. Cell line: SN12C. Drug 1: C1CCC(C1)C(CC#N)N2C=C(C=N2)C3=C4C=CNC4=NC=N3. (2) Drug 2: CCC1(CC2CC(C3=C(CCN(C2)C1)C4=CC=CC=C4N3)(C5=C(C=C6C(=C5)C78CCN9C7C(C=CC9)(C(C(C8N6C)(C(=O)OC)O)OC(=O)C)CC)OC)C(=O)OC)O.OS(=O)(=O)O. Cell line: RPMI-8226. Drug 1: C1=CC(=CC=C1CCCC(=O)O)N(CCCl)CCCl. Synergy scores: CSS=72.4, Synergy_ZIP=-0.736, Synergy_Bliss=-1.46, Synergy_Loewe=-4.48, Synergy_HSA=0.105. (3) Drug 1: CC1=C(C=C(C=C1)C(=O)NC2=CC(=CC(=C2)C(F)(F)F)N3C=C(N=C3)C)NC4=NC=CC(=N4)C5=CN=CC=C5. Drug 2: CC1=C(N=C(N=C1N)C(CC(=O)N)NCC(C(=O)N)N)C(=O)NC(C(C2=CN=CN2)OC3C(C(C(C(O3)CO)O)O)OC4C(C(C(C(O4)CO)O)OC(=O)N)O)C(=O)NC(C)C(C(C)C(=O)NC(C(C)O)C(=O)NCCC5=NC(=CS5)C6=NC(=CS6)C(=O)NCCC[S+](C)C)O. Cell line: SR. Synergy scores: CSS=64.5, Synergy_ZIP=-0.150, Synergy_Bliss=-0.938, Synergy_Loewe=-10.4, Synergy_HSA=0.571. (4) Drug 1: CNC(=O)C1=CC=CC=C1SC2=CC3=C(C=C2)C(=NN3)C=CC4=CC=CC=N4. Drug 2: COC1=NC(=NC2=C1N=CN2C3C(C(C(O3)CO)O)O)N. Cell line: OVCAR3. Synergy scores: CSS=-10.8, Synergy_ZIP=3.27, Synergy_Bliss=-3.33, Synergy_Loewe=-7.67, Synergy_HSA=-9.15.